From a dataset of Peptide-MHC class II binding affinity with 134,281 pairs from IEDB. Regression. Given a peptide amino acid sequence and an MHC pseudo amino acid sequence, predict their binding affinity value. This is MHC class II binding data. (1) The peptide sequence is VDGMAWFTPVGLAVD. The MHC is DRB1_1201 with pseudo-sequence DRB1_1201. The binding affinity (normalized) is 0.292. (2) The peptide sequence is RTKGTMRASALILIE. The MHC is DRB1_0701 with pseudo-sequence DRB1_0701. The binding affinity (normalized) is 0.872.